This data is from Full USPTO retrosynthesis dataset with 1.9M reactions from patents (1976-2016). The task is: Predict the reactants needed to synthesize the given product. (1) The reactants are: [CH2:1]([NH:8][C:9](=[O:22])[C@H:10]([NH:14]C(=O)OC(C)(C)C)[CH2:11][O:12][CH3:13])[C:2]1[CH:7]=[CH:6][CH:5]=[CH:4][CH:3]=1.C([NH-])C1C=CC=CC=1.Cl. Given the product [NH2:14][C@H:10]([CH2:11][O:12][CH3:13])[C:9]([NH:8][CH2:1][C:2]1[CH:7]=[CH:6][CH:5]=[CH:4][CH:3]=1)=[O:22], predict the reactants needed to synthesize it. (2) Given the product [CH3:34][Si:33]([CH3:36])([CH3:35])[CH2:32][CH2:31][O:30][CH2:29][N:7]([CH2:6][O:5][CH2:4][CH2:3][Si:2]([CH3:1])([CH3:37])[CH3:38])[C:8]1[N:13]2[N:14]=[CH:15][C:16]([I:39])=[C:12]2[N:11]=[C:10]([CH:17]2[CH2:22][CH2:21][CH:20]([CH2:23][C:24]([O:26][CH2:27][CH3:28])=[O:25])[CH2:19][CH2:18]2)[CH:9]=1, predict the reactants needed to synthesize it. The reactants are: [CH3:1][Si:2]([CH3:38])([CH3:37])[CH2:3][CH2:4][O:5][CH2:6][N:7]([CH2:29][O:30][CH2:31][CH2:32][Si:33]([CH3:36])([CH3:35])[CH3:34])[C:8]1[N:13]2[N:14]=[CH:15][CH:16]=[C:12]2[N:11]=[C:10]([CH:17]2[CH2:22][CH2:21][CH:20]([CH2:23][C:24]([O:26][CH2:27][CH3:28])=[O:25])[CH2:19][CH2:18]2)[CH:9]=1.[I:39]N1C(=O)CCC1=O. (3) The reactants are: [Cl:1][C:2]1[C:3]([N+:9]([O-])=O)=[C:4]([OH:8])[CH:5]=[CH:6][CH:7]=1. Given the product [NH2:9][C:3]1[C:2]([Cl:1])=[CH:7][CH:6]=[CH:5][C:4]=1[OH:8], predict the reactants needed to synthesize it. (4) Given the product [F:1][C:2]([F:22])([F:21])[C:3]([NH:5][C@H:6]1[C:15]2[C:10](=[C:11]([N+:18]([O-:20])=[O:19])[C:12]([CH2:16][N:23]3[CH2:28][CH2:27][CH2:26][CH2:25][CH2:24]3)=[CH:13][CH:14]=2)[CH2:9][CH2:8][CH2:7]1)=[O:4], predict the reactants needed to synthesize it. The reactants are: [F:1][C:2]([F:22])([F:21])[C:3]([NH:5][C@H:6]1[C:15]2[C:10](=[C:11]([N+:18]([O-:20])=[O:19])[C:12]([CH:16]=O)=[CH:13][CH:14]=2)[CH2:9][CH2:8][CH2:7]1)=[O:4].[NH:23]1[CH2:28][CH2:27][CH2:26][CH2:25][CH2:24]1.[BH-](OC(C)=O)(OC(C)=O)OC(C)=O.[Na+]. (5) Given the product [Br:1][C:2]1[C:7](=[O:8])[N:6]([C:9]2[CH:10]=[C:11]([CH:19]=[CH:20][C:21]=2[CH3:22])[C:12]([NH:14][CH2:15][CH2:16][OH:17])=[O:13])[C:5]([CH3:23])=[N:4][C:3]=1[O:24][CH2:25][C:26]1[CH:31]=[CH:30][C:29]([F:32])=[CH:28][C:27]=1[F:33], predict the reactants needed to synthesize it. The reactants are: [Br:1][C:2]1[C:7](=[O:8])[N:6]([C:9]2[CH:10]=[C:11]([CH:19]=[CH:20][C:21]=2[CH3:22])[C:12]([NH:14][C@H:15](C)[CH2:16][OH:17])=[O:13])[C:5]([CH3:23])=[N:4][C:3]=1[O:24][CH2:25][C:26]1[CH:31]=[CH:30][C:29]([F:32])=[CH:28][C:27]=1[F:33].NCCO.